This data is from Retrosynthesis with 50K atom-mapped reactions and 10 reaction types from USPTO. The task is: Predict the reactants needed to synthesize the given product. (1) Given the product Cc1c(C(Nc2ccc(C(=O)N(C)CCC(=O)O)nc2)C2CCCCC2)sc2ccccc12, predict the reactants needed to synthesize it. The reactants are: CCOC(=O)CCN(C)C(=O)c1ccc(NC(c2sc3ccccc3c2C)C2CCCCC2)cn1. (2) Given the product CSc1ccc(C2=C(c3ccccc3)C(=O)OC23CCC3)cc1, predict the reactants needed to synthesize it. The reactants are: CSc1ccc(B(O)O)cc1.O=C1OC2(CCC2)C(OS(=O)(=O)C(F)(F)F)=C1c1ccccc1. (3) Given the product CC(C)(C)OC(=O)NCc1cc2ncc(NC(=O)C3CCOCC3)n2cc1-c1ccc(Cl)cc1Cl, predict the reactants needed to synthesize it. The reactants are: CC(C)(C)OC(=O)NCc1cc2ncc(N)n2cc1-c1ccc(Cl)cc1Cl.O=C(O)C1CCOCC1. (4) Given the product CCc1nn(CCNS(=O)(=O)c2cn(C)cn2)c(CC)c1Cc1cc(Cl)cc(Cl)c1, predict the reactants needed to synthesize it. The reactants are: CCc1nn(CCN)c(CC)c1Cc1cc(Cl)cc(Cl)c1.Cn1cnc(S(=O)(=O)Cl)c1. (5) The reactants are: CC(C)(C)OC(=O)OC(=O)OC(C)(C)C.Clc1ccccc1C1CCCN1. Given the product CC(C)(C)OC(=O)N1CCCC1c1ccccc1Cl, predict the reactants needed to synthesize it. (6) Given the product Clc1ccc2c(c1)CC1(CCNC1)O2, predict the reactants needed to synthesize it. The reactants are: Clc1ccc2c(c1)CC1(CCN(Cc3ccccc3)C1)O2. (7) Given the product COc1cc(N)ccc1Cl, predict the reactants needed to synthesize it. The reactants are: COc1cc([N+](=O)[O-])ccc1Cl. (8) Given the product CC(C)(Cc1ccccc1)NC(=O)C(F)(F)F, predict the reactants needed to synthesize it. The reactants are: CC(C)(N)Cc1ccccc1.O=C(OC(=O)C(F)(F)F)C(F)(F)F. (9) Given the product COC(=O)Cc1csc2c(F)c(OCc3ccc(C(F)(F)F)nc3C)cc(C)c12, predict the reactants needed to synthesize it. The reactants are: COC(=O)Cc1csc2c(F)c(O)cc(C)c12.Cc1nc(C(F)(F)F)ccc1CO.